From a dataset of Full USPTO retrosynthesis dataset with 1.9M reactions from patents (1976-2016). Predict the reactants needed to synthesize the given product. (1) Given the product [Br:1][C:2]1[S:6][C:5]([NH:7][C:8]([NH:10][S:11]([C:14]2[C:22]3[C:17](=[C:18]([O:23][CH2:24][C:25]([NH2:31])=[O:27])[CH:19]=[CH:20][CH:21]=3)[N:16]([CH3:30])[CH:15]=2)(=[O:12])=[O:13])=[O:9])=[N:4][CH:3]=1, predict the reactants needed to synthesize it. The reactants are: [Br:1][C:2]1[S:6][C:5]([NH:7][C:8]([NH:10][S:11]([C:14]2[C:22]3[C:17](=[C:18]([O:23][CH2:24][C:25]([O:27]CC)=O)[CH:19]=[CH:20][CH:21]=3)[N:16]([CH3:30])[CH:15]=2)(=[O:13])=[O:12])=[O:9])=[N:4][CH:3]=1.[NH3:31].CO. (2) Given the product [CH:18]1([C:15]2[CH:16]=[CH:17][C:12]([CH2:11][C:10]3[CH:24]=[CH:25][CH:26]=[CH:27][C:9]=3[OH:8])=[CH:13][CH:14]=2)[CH2:19][CH2:20][CH2:21][CH2:22]1, predict the reactants needed to synthesize it. The reactants are: C([O:8][C:9]1[CH:27]=[CH:26][CH:25]=[CH:24][C:10]=1[CH2:11][C:12]1[CH:17]=[CH:16][C:15]([C:18]2(O)[CH2:22][CH2:21][CH2:20][CH2:19]2)=[CH:14][CH:13]=1)C1C=CC=CC=1.Cl.C(=O)([O-])[O-].[K+].[K+]. (3) Given the product [NH2:2][C@H:3]([C:9]([OH:11])=[O:10])[CH2:4][CH2:5][CH2:6][CH2:7][NH2:8], predict the reactants needed to synthesize it. The reactants are: Cl.[NH2:2][C@H:3]([C:9]([OH:11])=[O:10])[CH2:4][CH2:5][CH2:6][CH2:7][NH2:8].C(O)(=O)CCCCCCCCCCCCCCCCC. (4) Given the product [NH2:1][C:5]1[CH:6]=[C:7]([C:19]([OH:21])=[O:20])[C:8]([OH:11])=[CH:9][CH:10]=1, predict the reactants needed to synthesize it. The reactants are: [NH:1]([C:5]1[CH:10]=[CH:9][C:8]([OH:11])=[CH:7][CH:6]=1)C(C)=O.[OH-].[Li+].[O-2].[Al+3].[O-2].[O-2].[Al+3].[C:19](=[O:21])=[O:20]. (5) Given the product [CH3:1][N:2]1[CH2:7][CH2:6][N:5]([C:8]2[N:9]=[CH:10][C:11]([NH2:18])=[C:12]([O:14][CH:15]([CH3:17])[CH3:16])[CH:13]=2)[CH2:4][CH2:3]1, predict the reactants needed to synthesize it. The reactants are: [CH3:1][N:2]1[CH2:7][CH2:6][N:5]([C:8]2[CH:13]=[C:12]([O:14][CH:15]([CH3:17])[CH3:16])[C:11]([N+:18]([O-])=O)=[CH:10][N:9]=2)[CH2:4][CH2:3]1.C([O-])=O.[NH4+]. (6) Given the product [I:43][C:35]1[CH:34]=[N:33][N:13]2[C:14]([N:16]([CH2:25][O:26][CH2:27][CH2:28][Si:29]([CH3:32])([CH3:31])[CH3:30])[CH2:17][O:18][CH2:19][CH2:20][Si:21]([CH3:24])([CH3:22])[CH3:23])=[CH:15][C:10]([CH:8]([NH:7][CH:4]3[CH2:5][CH2:6][O:1][CH2:2][CH2:3]3)[CH3:9])=[N:11][C:12]=12, predict the reactants needed to synthesize it. The reactants are: [O:1]1[CH2:6][CH2:5][CH:4]([NH:7][CH:8]([C:10]2[CH:15]=[C:14]([N:16]([CH2:25][O:26][CH2:27][CH2:28][Si:29]([CH3:32])([CH3:31])[CH3:30])[CH2:17][O:18][CH2:19][CH2:20][Si:21]([CH3:24])([CH3:23])[CH3:22])[N:13]3[N:33]=[CH:34][CH:35]=[C:12]3[N:11]=2)[CH3:9])[CH2:3][CH2:2]1.C1C(=O)N([I:43])C(=O)C1.S([O-])([O-])(=O)=S.[Na+].[Na+]. (7) Given the product [CH2:26]([O:25][C:23](=[O:24])[CH2:22][O:15][C:12]1[CH:13]=[N:14][C:9]([O:8][CH2:1][C:2]2[CH:3]=[CH:4][CH:5]=[CH:6][CH:7]=2)=[CH:10][CH:11]=1)[CH3:27], predict the reactants needed to synthesize it. The reactants are: [CH2:1]([O:8][C:9]1[N:14]=[CH:13][C:12]([OH:15])=[CH:11][CH:10]=1)[C:2]1[CH:7]=[CH:6][CH:5]=[CH:4][CH:3]=1.O1CCCC1.Br[CH2:22][C:23]([O:25][CH2:26][CH3:27])=[O:24]. (8) Given the product [CH3:25][O:24][C:22]1[CH:21]=[N:20][C:19]([N:26]2[CH:30]=[N:29][C:28]([CH3:31])=[N:27]2)=[C:18]2[NH:17][CH:16]=[C:15]([C:13](=[O:14])[C:12]([N:6]3[CH2:5][CH2:4][C:3]4[C:8](=[CH:9][CH:10]=[CH:11][C:2]=4[C:33]4[CH:38]=[CH:37][CH:36]=[CH:35][CH:34]=4)[CH2:7]3)=[O:32])[C:23]=12, predict the reactants needed to synthesize it. The reactants are: Br[C:2]1[CH:11]=[CH:10][CH:9]=[C:8]2[C:3]=1[CH2:4][CH2:5][N:6]([C:12](=[O:32])[C:13]([C:15]1[C:23]3[C:18](=[C:19]([N:26]4[CH:30]=[N:29][C:28]([CH3:31])=[N:27]4)[N:20]=[CH:21][C:22]=3[O:24][CH3:25])[NH:17][CH:16]=1)=[O:14])[CH2:7]2.[C:33]1(B(O)O)[CH:38]=[CH:37][CH:36]=[CH:35][CH:34]=1.C([O-])([O-])=O.[K+].[K+].O1CCOCC1. (9) Given the product [CH2:16]([N:23]1[CH2:1][CH:3]2[CH:4]([CH2:5][CH2:6][CH2:7][CH2:8]2)[CH:9]1[CH2:10][C:11]([O:13][CH2:14][CH3:15])=[O:12])[C:17]1[CH:22]=[CH:21][CH:20]=[CH:19][CH:18]=1, predict the reactants needed to synthesize it. The reactants are: [CH:1]([CH:3]1[CH2:8][CH2:7][CH2:6][CH2:5][CH:4]1/[CH:9]=[CH:10]/[C:11]([O:13][CH2:14][CH3:15])=[O:12])=O.[CH2:16]([NH2:23])[C:17]1[CH:22]=[CH:21][CH:20]=[CH:19][CH:18]=1.[BH-](OC(C)=O)(OC(C)=O)OC(C)=O.[Na+].